From a dataset of Catalyst prediction with 721,799 reactions and 888 catalyst types from USPTO. Predict which catalyst facilitates the given reaction. (1) Reactant: [NH2:1][C:2]1[CH:11]=[C:10]([O:12][CH3:13])[CH:9]=[C:8]([O:14][CH3:15])[C:3]=1[C:4](OC)=[O:5].C(O)(=O)C.[CH:20](N)=[NH:21]. Product: [CH3:15][O:14][C:8]1[CH:9]=[C:10]([O:12][CH3:13])[CH:11]=[C:2]2[C:3]=1[C:4](=[O:5])[NH:21][CH:20]=[N:1]2. The catalyst class is: 141. (2) Reactant: C([Li])(C)(C)C.Br[C:7]1[CH:12]=[CH:11][C:10]([Br:13])=[CH:9][CH:8]=1.[Cu](C#N)C#N.[C:19]([O:24][CH3:25])(=[O:23])[C@H:20]1[O:22][CH2:21]1.[Cl-].[NH4+]. Product: [Br:13][C:10]1[CH:11]=[CH:12][C:7]([CH2:21][C@H:20]([OH:22])[C:19]([O:24][CH3:25])=[O:23])=[CH:8][CH:9]=1. The catalyst class is: 605. (3) Reactant: [CH3:1][C:2]1[N:6]=[C:5]([C:7]2[CH:15]=[CH:14][CH:13]=[CH:12][C:8]=2[C:9]([OH:11])=O)[O:4][N:3]=1.Cl.[F:17][C:18]([F:33])([F:32])[C:19]1[CH:20]=[CH:21][C:22]([NH:25][C@H:26]2[CH2:30][CH2:29][CH2:28][C@@H:27]2[NH2:31])=[N:23][CH:24]=1.CN(C(ON1N=NC2C=CC=NC1=2)=[N+](C)C)C.F[P-](F)(F)(F)(F)F.C(N(CC)CC)C. Product: [CH3:1][C:2]1[N:6]=[C:5]([C:7]2[CH:15]=[CH:14][CH:13]=[CH:12][C:8]=2[C:9]([NH:31][C@H:27]2[CH2:28][CH2:29][CH2:30][C@@H:26]2[NH:25][C:22]2[CH:21]=[CH:20][C:19]([C:18]([F:33])([F:17])[F:32])=[CH:24][N:23]=2)=[O:11])[O:4][N:3]=1. The catalyst class is: 623. (4) Reactant: S(S([O-])(=O)=O)([O-])(=O)=O.[Na+].[Na+].CN(C)[CH:13]=[CH:14][C:15]1[CH:23]=[CH:22][C:18]([C:19]([OH:21])=[O:20])=[CH:17][C:16]=1[N+:24]([O-])=O.[CH2:28](O)C.O. The catalyst class is: 266. Product: [NH:24]1[C:16]2[C:15](=[CH:23][CH:22]=[C:18]([C:19]([O:21][CH3:28])=[O:20])[CH:17]=2)[CH:14]=[CH:13]1. (5) Reactant: [N:1]1[CH:6]=[CH:5][CH:4]=[CH:3][C:2]=1[CH2:7][NH2:8].Cl[C:10](=[O:16])[C:11]([O:13][CH2:14][CH3:15])=[O:12]. Product: [O:16]=[C:10]([NH:8][CH2:7][C:2]1[CH:3]=[CH:4][CH:5]=[CH:6][N:1]=1)[C:11]([O:13][CH2:14][CH3:15])=[O:12]. The catalyst class is: 1. (6) Reactant: [NH2:1][C@H:2]([C:7]([OH:9])=[O:8])[CH2:3][C:4]([OH:6])=[O:5].C([O-])(O)=O.[Na+].[CH2:15]([N:19]([CH2:34][CH2:35][CH2:36][CH3:37])[C:20]1[CH:29]=[CH:28][CH:27]=[C:26]2[C:21]=1[CH:22]=[CH:23][CH:24]=[C:25]2[S:30](Cl)(=[O:32])=[O:31])[CH2:16][CH2:17][CH3:18]. Product: [CH2:15]([N:19]([CH2:34][CH2:35][CH2:36][CH3:37])[C:20]1[CH:29]=[CH:28][CH:27]=[C:26]2[C:21]=1[CH:22]=[CH:23][CH:24]=[C:25]2[S:30]([NH:1][C@H:2]([C:7]([OH:9])=[O:8])[CH2:3][C:4]([OH:6])=[O:5])(=[O:32])=[O:31])[CH2:16][CH2:17][CH3:18]. The catalyst class is: 283. (7) Product: [CH:36]([O:39][C:40](=[O:41])[NH:1][C:2]1[CH:7]=[CH:6][C:5]([C:8]2[N:9]([CH:26]3[CH2:27][CH2:28][CH2:29]3)[C:10]3[C:15]([C:16]=2[C:17]#[N:18])=[CH:14][CH:13]=[C:12]([O:19][CH:20]2[CH2:25][CH2:24][O:23][CH2:22][CH2:21]2)[CH:11]=3)=[CH:4][CH:3]=1)([CH3:38])[CH3:37]. Reactant: [NH2:1][C:2]1[CH:7]=[CH:6][C:5]([C:8]2[N:9]([CH:26]3[CH2:29][CH2:28][CH2:27]3)[C:10]3[C:15]([C:16]=2[C:17]#[N:18])=[CH:14][CH:13]=[C:12]([O:19][CH:20]2[CH2:25][CH2:24][O:23][CH2:22][CH2:21]2)[CH:11]=3)=[CH:4][CH:3]=1.C([O-])([O-])=O.[K+].[K+].[CH:36]([O:39][C:40](Cl)=[O:41])([CH3:38])[CH3:37]. The catalyst class is: 13.